Task: Regression. Given two drug SMILES strings and cell line genomic features, predict the synergy score measuring deviation from expected non-interaction effect.. Dataset: NCI-60 drug combinations with 297,098 pairs across 59 cell lines (1) Drug 1: C1C(C(OC1N2C=NC3=C(N=C(N=C32)Cl)N)CO)O. Drug 2: CC1CCC2CC(C(=CC=CC=CC(CC(C(=O)C(C(C(=CC(C(=O)CC(OC(=O)C3CCCCN3C(=O)C(=O)C1(O2)O)C(C)CC4CCC(C(C4)OC)O)C)C)O)OC)C)C)C)OC. Cell line: CCRF-CEM. Synergy scores: CSS=43.2, Synergy_ZIP=1.07, Synergy_Bliss=2.48, Synergy_Loewe=-3.37, Synergy_HSA=-2.18. (2) Drug 1: CN1C2=C(C=C(C=C2)N(CCCl)CCCl)N=C1CCCC(=O)O.Cl. Drug 2: CC1=C(C(=O)C2=C(C1=O)N3CC4C(C3(C2COC(=O)N)OC)N4)N. Cell line: KM12. Synergy scores: CSS=33.3, Synergy_ZIP=-2.32, Synergy_Bliss=-5.03, Synergy_Loewe=-38.8, Synergy_HSA=-3.81. (3) Drug 1: CC1OCC2C(O1)C(C(C(O2)OC3C4COC(=O)C4C(C5=CC6=C(C=C35)OCO6)C7=CC(=C(C(=C7)OC)O)OC)O)O. Drug 2: CS(=O)(=O)OCCCCOS(=O)(=O)C. Cell line: A498. Synergy scores: CSS=28.9, Synergy_ZIP=-0.850, Synergy_Bliss=3.60, Synergy_Loewe=-9.81, Synergy_HSA=4.77. (4) Drug 1: CC1=C(N=C(N=C1N)C(CC(=O)N)NCC(C(=O)N)N)C(=O)NC(C(C2=CN=CN2)OC3C(C(C(C(O3)CO)O)O)OC4C(C(C(C(O4)CO)O)OC(=O)N)O)C(=O)NC(C)C(C(C)C(=O)NC(C(C)O)C(=O)NCCC5=NC(=CS5)C6=NC(=CS6)C(=O)NCCC[S+](C)C)O. Drug 2: CN(C(=O)NC(C=O)C(C(C(CO)O)O)O)N=O. Cell line: 786-0. Synergy scores: CSS=15.3, Synergy_ZIP=-7.61, Synergy_Bliss=1.65, Synergy_Loewe=-15.3, Synergy_HSA=1.96. (5) Drug 1: C1=CN(C(=O)N=C1N)C2C(C(C(O2)CO)O)O.Cl. Drug 2: COCCOC1=C(C=C2C(=C1)C(=NC=N2)NC3=CC=CC(=C3)C#C)OCCOC.Cl. Cell line: K-562. Synergy scores: CSS=32.5, Synergy_ZIP=7.07, Synergy_Bliss=3.49, Synergy_Loewe=-13.6, Synergy_HSA=2.97.